From a dataset of Catalyst prediction with 721,799 reactions and 888 catalyst types from USPTO. Predict which catalyst facilitates the given reaction. (1) Reactant: C(N(CC)CC)C.[CH:8]([C:10]1[C:18]2[C:13](=[CH:14][CH:15]=[CH:16][CH:17]=2)[N:12](C(OC(C)(C)C)=O)[CH:11]=1)=[O:9].[CH3:26][O:27][C:28]1[CH:29]=[C:30]([N:34]=[CH:35][C:36]2[CH:37]=[CH:38][C:39]([OH:42])=[N:40][CH:41]=2)[CH:31]=[CH:32][CH:33]=1. Product: [OH:42][C:39]1[N:40]=[CH:41][C:36]([CH:35]([NH:34][C:30]2[CH:31]=[CH:32][CH:33]=[C:28]([O:27][CH3:26])[CH:29]=2)[C:8]([C:10]2[C:18]3[C:13](=[CH:14][CH:15]=[CH:16][CH:17]=3)[NH:12][CH:11]=2)=[O:9])=[CH:37][CH:38]=1. The catalyst class is: 433. (2) Reactant: [CH3:1][N:2]([CH3:15])[CH2:3][C:4]1[CH:9]=[CH:8][C:7]([CH:10]2[CH2:14][CH2:13][CH2:12][NH:11]2)=[CH:6][CH:5]=1.[Br:16][C:17]1[C:18]([OH:27])=[CH:19][C:20]([OH:26])=[C:21]([CH:25]=1)[C:22](O)=[O:23].C(N(C(C)C)CC)(C)C.P(F)(F)(F)(F)F.N1(OC(N(C)C)=[N+](C)C)C2N=CC=CC=2N=N1.C([O-])(O)=O.[Na+]. Product: [Br:16][C:17]1[CH:25]=[C:21]([C:22]([N:11]2[CH2:12][CH2:13][CH2:14][CH:10]2[C:7]2[CH:6]=[CH:5][C:4]([CH2:3][N:2]([CH3:15])[CH3:1])=[CH:9][CH:8]=2)=[O:23])[C:20]([OH:26])=[CH:19][C:18]=1[OH:27]. The catalyst class is: 31. (3) Reactant: Br[C:2]1[C:10]2[O:9][CH2:8][CH2:7][C:6]=2[CH:5]=[C:4]([CH:11]=[O:12])[CH:3]=1.[Cu][C:14]#[N:15]. Product: [CH:11]([C:4]1[CH:3]=[C:2]([C:14]#[N:15])[C:10]2[O:9][CH2:8][CH2:7][C:6]=2[CH:5]=1)=[O:12]. The catalyst class is: 44. (4) Reactant: C(OC([NH:8][C@@H:9]([CH2:13][C:14]1[CH:19]=[CH:18][C:17]([O:20][CH2:21][C:22]#[C:23][CH3:24])=[CH:16][CH:15]=1)[C:10]([O-:12])=[O:11])=O)(C)(C)C.[ClH:25].O1CCOC[CH2:27]1. Product: [ClH:25].[NH2:8][C@@H:9]([CH2:13][C:14]1[CH:19]=[CH:18][C:17]([O:20][CH2:21][C:22]#[C:23][CH3:24])=[CH:16][CH:15]=1)[C:10]([O:12][CH3:27])=[O:11]. The catalyst class is: 12. (5) Reactant: [CH2:1]([N:5]1[C:13]2[C:8](=[CH:9][CH:10]=[C:11]([C:14]([OH:16])=O)[CH:12]=2)[CH:7]=[CH:6]1)[CH2:2][CH2:3][CH3:4].C1C=CC2N(O)N=NC=2C=1.CN(C(ON1N=NC2C=CC=NC1=2)=[N+](C)C)C.F[P-](F)(F)(F)(F)F.[NH2:51][C@@H:52]([CH2:66][C:67]1[CH:72]=[C:71]([F:73])[CH:70]=[C:69]([F:74])[CH:68]=1)[C@H:53]([OH:65])[CH2:54][NH:55][CH2:56][C:57]1[CH:62]=[CH:61][CH:60]=[C:59]([CH2:63][CH3:64])[CH:58]=1. Product: [CH2:1]([N:5]1[C:13]2[C:8](=[CH:9][CH:10]=[C:11]([C:14]([NH:51][C@@H:52]([CH2:66][C:67]3[CH:68]=[C:69]([F:74])[CH:70]=[C:71]([F:73])[CH:72]=3)[C@H:53]([OH:65])[CH2:54][NH:55][CH2:56][C:57]3[CH:62]=[CH:61][CH:60]=[C:59]([CH2:63][CH3:64])[CH:58]=3)=[O:16])[CH:12]=2)[CH:7]=[CH:6]1)[CH2:2][CH2:3][CH3:4]. The catalyst class is: 347.